From a dataset of Catalyst prediction with 721,799 reactions and 888 catalyst types from USPTO. Predict which catalyst facilitates the given reaction. (1) Reactant: [Cl:1][C:2]1[CH:24]=[CH:23][C:5]([CH2:6][NH:7][C:8]([C:10]2[C:11](=[O:22])[C:12]3[S:19][C:18]([CH2:20]Cl)=[CH:17][C:13]=3[N:14]([CH3:16])[CH:15]=2)=[O:9])=[CH:4][CH:3]=1.[CH3:25][NH:26][CH2:27][C@H:28]([C:30]1[CH:35]=[CH:34][CH:33]=[CH:32][N:31]=1)[OH:29].C(N(C(C)C)CC)(C)C. Product: [Cl:1][C:2]1[CH:24]=[CH:23][C:5]([CH2:6][NH:7][C:8]([C:10]2[C:11](=[O:22])[C:12]3[S:19][C:18]([CH2:20][N:26]([CH2:27][C@@H:28]([OH:29])[C:30]4[CH:35]=[CH:34][CH:33]=[CH:32][N:31]=4)[CH3:25])=[CH:17][C:13]=3[N:14]([CH3:16])[CH:15]=2)=[O:9])=[CH:4][CH:3]=1. The catalyst class is: 18. (2) Reactant: [NH2:1][C:2](=O)[CH2:3][C:4]1[C:5]([Cl:33])=[N:6][C:7]([CH2:13][C:14]2[CH:19]=[CH:18][CH:17]=[CH:16][C:15]=2[C:20]2[C:29]3[C:24](=[CH:25][CH:26]=[CH:27][CH:28]=3)[CH:23]=[C:22]([C:30]([NH2:32])=[O:31])[CH:21]=2)=[N:8][C:9]=1[N:10]([CH3:12])[CH3:11].FC(F)(F)C(OC(=O)C(F)(F)F)=O. Product: [Cl:33][C:5]1[C:4]([CH2:3][C:2]#[N:1])=[C:9]([N:10]([CH3:12])[CH3:11])[N:8]=[C:7]([CH2:13][C:14]2[CH:19]=[CH:18][CH:17]=[CH:16][C:15]=2[C:20]2[C:29]3[C:24](=[CH:25][CH:26]=[CH:27][CH:28]=3)[CH:23]=[C:22]([C:30]([NH2:32])=[O:31])[CH:21]=2)[N:6]=1. The catalyst class is: 17. (3) Reactant: [C:1]1([C:7]2[CH:12]=[CH:11][C:10]([C:13]3[CH:14]=[C:15]([C:19]4[C:20]5[C:25]([C:26](Br)=[C:27]6[C:32]=4[CH:31]=[CH:30][CH:29]=[CH:28]6)=[CH:24][CH:23]=[CH:22][CH:21]=5)[CH:16]=[CH:17][CH:18]=3)=[CH:9][CH:8]=2)[CH:6]=[CH:5][CH:4]=[CH:3][CH:2]=1.[C:34]1([C:40]([C:52]2[CH:57]=[CH:56][CH:55]=[CH:54][CH:53]=2)=[CH:41][C:42]2[CH:47]=[CH:46][C:45](OB(O)O)=[CH:44][CH:43]=2)[CH:39]=[CH:38][CH:37]=[CH:36][CH:35]=1.C(=O)([O-])[O-].[Na+].[Na+]. Product: [C:1]1([C:7]2[CH:12]=[CH:11][C:10]([C:13]3[CH:14]=[C:15]([C:19]4[C:20]5[C:25]([C:26]([C:45]6[CH:46]=[CH:47][C:42]([CH:41]=[C:40]([C:52]7[CH:57]=[CH:56][CH:55]=[CH:54][CH:53]=7)[C:34]7[CH:35]=[CH:36][CH:37]=[CH:38][CH:39]=7)=[CH:43][CH:44]=6)=[C:27]6[C:32]=4[CH:31]=[CH:30][CH:29]=[CH:28]6)=[CH:24][CH:23]=[CH:22][CH:21]=5)[CH:16]=[CH:17][CH:18]=3)=[CH:9][CH:8]=2)[CH:6]=[CH:5][CH:4]=[CH:3][CH:2]=1. The catalyst class is: 741. (4) Reactant: [C:1]1([C:7]2[CH:15]=[CH:14][CH:13]=[C:12]3[C:8]=2[CH2:9][C:10](=[O:16])[NH:11]3)[CH:6]=[CH:5][CH:4]=[CH:3][CH:2]=1.[CH3:17][C:18]1[C:22]([C:23]([N:25]2[CH2:30][CH2:29][N:28]([CH3:31])[CH2:27][CH2:26]2)=[O:24])=[C:21]([CH3:32])[NH:20][C:19]=1[CH:33]=O.N1CCCCC1. Product: [CH3:17][C:18]1[C:22]([C:23]([N:25]2[CH2:26][CH2:27][N:28]([CH3:31])[CH2:29][CH2:30]2)=[O:24])=[C:21]([CH3:32])[NH:20][C:19]=1[CH:33]=[C:9]1[C:8]2[C:12](=[CH:13][CH:14]=[CH:15][C:7]=2[C:1]2[CH:2]=[CH:3][CH:4]=[CH:5][CH:6]=2)[NH:11][C:10]1=[O:16]. The catalyst class is: 8. (5) Reactant: [CH2:1]([O:3][C:4](=[O:20])[CH:5](OC(=O)C)[C:6]1[CH:15]=[CH:14][CH:13]=[C:12]2[C:7]=1[CH:8]=[CH:9][N:10]=[CH:11]2)[CH3:2]. Product: [CH:11]1[C:12]2[C:7](=[C:6]([CH2:5][C:4]([O:3][CH2:1][CH3:2])=[O:20])[CH:15]=[CH:14][CH:13]=2)[CH:8]=[CH:9][N:10]=1. The catalyst class is: 8. (6) Reactant: [C:1]1([CH2:7][CH2:8][CH2:9][CH2:10][NH2:11])[CH:6]=[CH:5][CH:4]=[CH:3][CH:2]=1.[OH:12][C:13]1[CH:18]=[CH:17][C:16]([CH:19]2[CH2:24][CH2:23][C:22](=O)[CH2:21][CH2:20]2)=[CH:15][CH:14]=1.C(O[BH-](OC(=O)C)OC(=O)C)(=O)C.[Na+].[OH-].[Na+]. Product: [C:1]1([CH2:7][CH2:8][CH2:9][CH2:10][NH:11][C@@H:22]2[CH2:21][CH2:20][C@H:19]([C:16]3[CH:17]=[CH:18][C:13]([OH:12])=[CH:14][CH:15]=3)[CH2:24][CH2:23]2)[CH:6]=[CH:5][CH:4]=[CH:3][CH:2]=1. The catalyst class is: 478. (7) Reactant: [C:1]([O:5][C:6](=[O:28])[CH2:7]/[C:8](=[CH:12]\[CH2:13][CH2:14][C:15]1[CH:20]=[CH:19][C:18]([C:21]2[CH:26]=[CH:25][CH:24]=[CH:23][CH:22]=2)=[C:17]([CH3:27])[CH:16]=1)/[C:9]([OH:11])=[O:10])([CH3:4])([CH3:3])[CH3:2]. Product: [C:1]([O:5][C:6](=[O:28])[CH2:7][C@@H:8]([CH2:12][CH2:13][CH2:14][C:15]1[CH:20]=[CH:19][C:18]([C:21]2[CH:22]=[CH:23][CH:24]=[CH:25][CH:26]=2)=[C:17]([CH3:27])[CH:16]=1)[C:9]([OH:11])=[O:10])([CH3:3])([CH3:4])[CH3:2]. The catalyst class is: 5. (8) Reactant: [CH3:1][C:2]1([CH2:6][C:7]([O:9]CC)=[O:8])[CH2:5][O:4][CH2:3]1.[OH-].[Na+]. Product: [CH3:1][C:2]1([CH2:6][C:7]([OH:9])=[O:8])[CH2:5][O:4][CH2:3]1. The catalyst class is: 5. (9) Reactant: [H-].[Na+].[CH:3]1([N:7]2[CH2:13][CH2:12][C:11]3[CH:14]=[C:15]([OH:18])[CH:16]=[CH:17][C:10]=3[CH2:9][CH2:8]2)[CH2:6][CH2:5][CH2:4]1.Cl[CH2:20][C:21]([N:23]([CH3:25])[CH3:24])=[O:22]. Product: [CH:3]1([N:7]2[CH2:13][CH2:12][C:11]3[CH:14]=[C:15]([O:18][CH2:20][C:21]([N:23]([CH3:25])[CH3:24])=[O:22])[CH:16]=[CH:17][C:10]=3[CH2:9][CH2:8]2)[CH2:6][CH2:5][CH2:4]1. The catalyst class is: 16. (10) Reactant: [NH2:1][C:2]1[C:15]([Br:16])=[CH:14][C:5]2[C:6]([C:9]([O:11]CC)=[O:10])=[CH:7][O:8][C:4]=2[CH:3]=1.O[Li].O. Product: [NH2:1][C:2]1[C:15]([Br:16])=[CH:14][C:5]2[C:6]([C:9]([OH:11])=[O:10])=[CH:7][O:8][C:4]=2[CH:3]=1. The catalyst class is: 38.